From a dataset of Full USPTO retrosynthesis dataset with 1.9M reactions from patents (1976-2016). Predict the reactants needed to synthesize the given product. (1) Given the product [Cl:1][C:21]1[CH:22]=[C:23]([C:26]([NH:28][CH:29]([CH3:31])[CH3:30])=[O:27])[CH:24]=[N:25][C:20]=1[N:2]1[CH2:3][CH2:4][CH:5]([N:8]2[C:13]3[CH:14]=[CH:15][CH:16]=[CH:17][C:12]=3[O:11][CH2:10][C:9]2=[O:18])[CH2:6][CH2:7]1, predict the reactants needed to synthesize it. The reactants are: [ClH:1].[NH:2]1[CH2:7][CH2:6][CH:5]([N:8]2[C:13]3[CH:14]=[CH:15][CH:16]=[CH:17][C:12]=3[O:11][CH2:10][C:9]2=[O:18])[CH2:4][CH2:3]1.Cl[C:20]1[N:25]=[CH:24][C:23]([C:26]([NH:28][CH:29]([CH3:31])[CH3:30])=[O:27])=[CH:22][CH:21]=1. (2) Given the product [CH3:18][O:19][CH:20]([O:30][CH3:31])[C:21]1[N:25]([CH3:26])[N:24]=[CH:23][C:22]=1[C:27]1[O:28][N:35]=[C:34]([C:36]2[CH:37]=[C:38]([S:42]([NH2:43])(=[O:44])=[O:45])[CH:39]=[CH:40][CH:41]=2)[N:33]=1, predict the reactants needed to synthesize it. The reactants are: C(N1C=CN=C1)(N1C=CN=C1)=O.CN(C)C=O.[CH3:18][O:19][CH:20]([O:30][CH3:31])[C:21]1[N:25]([CH3:26])[N:24]=[CH:23][C:22]=1[C:27](O)=[O:28].O[NH:33][C:34]([C:36]1[CH:41]=[CH:40][CH:39]=[C:38]([S:42](=[O:45])(=[O:44])[NH2:43])[CH:37]=1)=[NH:35].